From a dataset of Forward reaction prediction with 1.9M reactions from USPTO patents (1976-2016). Predict the product of the given reaction. Given the reactants [CH3:1][C:2]1[CH:7]=[CH:6][C:5]([C:8]2[O:12][N:11]=[CH:10][C:9]=2[C:13](Cl)=[O:14])=[CH:4][CH:3]=1.[CH2:16]1[C:25]2[C:20](=[CH:21][CH:22]=[CH:23][CH:24]=2)[CH2:19][CH2:18][NH:17]1, predict the reaction product. The product is: [CH3:1][C:2]1[CH:7]=[CH:6][C:5]([C:8]2[O:12][N:11]=[CH:10][C:9]=2[C:13]([N:17]2[CH2:18][CH2:19][C:20]3[C:25](=[CH:24][CH:23]=[CH:22][CH:21]=3)[CH2:16]2)=[O:14])=[CH:4][CH:3]=1.